From a dataset of Reaction yield outcomes from USPTO patents with 853,638 reactions. Predict the reaction yield, written as a fraction of the theoretical maximum amount of product (1.0 means a 100% yield; for example, 0.34 means a 34% yield). (1) The reactants are [CH2:1]([O:3][C:4](=[O:22])[CH2:5][C:6]1[C:7]([CH3:21])=[N:8][C:9]2[N:10]([N:13]=[C:14]([C:16]([O:18][CH2:19][CH3:20])=[O:17])[CH:15]=2)[C:11]=1O)[CH3:2].CN(C)C1C=CC=CC=1.O=P(Cl)(Cl)[Cl:34]. No catalyst specified. The product is [Cl:34][C:11]1[N:10]2[N:13]=[C:14]([C:16]([O:18][CH2:19][CH3:20])=[O:17])[CH:15]=[C:9]2[N:8]=[C:7]([CH3:21])[C:6]=1[CH2:5][C:4]([O:3][CH2:1][CH3:2])=[O:22]. The yield is 0.830. (2) The reactants are [Al+3].[Cl-].[Cl-].[Cl-].[Cl:5][CH2:6][CH2:7][CH2:8][C:9](Cl)=[O:10].[C:12]1([CH3:18])[CH:17]=[CH:16][CH:15]=[CH:14][CH:13]=1. No catalyst specified. The product is [Cl:5][CH2:6][CH2:7][CH2:8][C:9]([C:15]1[CH:16]=[CH:17][C:12]([CH3:18])=[CH:13][CH:14]=1)=[O:10]. The yield is 0.950.